This data is from Catalyst prediction with 721,799 reactions and 888 catalyst types from USPTO. The task is: Predict which catalyst facilitates the given reaction. Reactant: C([O:3][C:4](=[O:20])[CH:5]([O:8][C:9]1[CH:10]=[C:11]2[C:16](=[CH:17][CH:18]=1)[N:15]=[CH:14][C:13]([I:19])=[CH:12]2)[CH2:6][CH3:7])C.[OH-].[Na+].C(OCC)(=O)C. The catalyst class is: 7. Product: [I:19][C:13]1[CH:14]=[N:15][C:16]2[C:11]([CH:12]=1)=[CH:10][C:9]([O:8][CH:5]([CH2:6][CH3:7])[C:4]([OH:20])=[O:3])=[CH:18][CH:17]=2.